From a dataset of Merck oncology drug combination screen with 23,052 pairs across 39 cell lines. Regression. Given two drug SMILES strings and cell line genomic features, predict the synergy score measuring deviation from expected non-interaction effect. Drug 2: CNC(=O)c1cc(Oc2ccc(NC(=O)Nc3ccc(Cl)c(C(F)(F)F)c3)cc2)ccn1. Cell line: DLD1. Synergy scores: synergy=15.3. Drug 1: O=S1(=O)NC2(CN1CC(F)(F)F)C1CCC2Cc2cc(C=CCN3CCC(C(F)(F)F)CC3)ccc2C1.